This data is from Forward reaction prediction with 1.9M reactions from USPTO patents (1976-2016). The task is: Predict the product of the given reaction. (1) The product is: [F:1][C:2]1[C:7]([C:8]2[CH2:12][CH2:11][C:10]([CH3:14])([OH:13])[CH:9]=2)=[CH:6][CH:5]=[CH:4][N:3]=1. Given the reactants [F:1][C:2]1[C:7]([C:8]2[CH2:12][CH2:11][C:10](=[O:13])[CH:9]=2)=[CH:6][CH:5]=[CH:4][N:3]=1.[CH3:14][Mg]Br, predict the reaction product. (2) Given the reactants [Si]([O:8][CH:9]1CCCC(=O)CC[CH2:10]1)(C(C)(C)C)(C)C.N.C(B1OC(C)(C)C(C)(C)O1)C=C.[CH2:31]([C:34]1([NH2:41])[CH2:39][CH2:38][CH:37](O)[CH2:36][CH2:35]1)[CH:32]=[CH2:33], predict the reaction product. The product is: [CH2:31]([C:34]1([NH2:41])[CH2:39][CH2:38][CH2:37][CH:9]([OH:8])[CH2:10][CH2:36][CH2:35]1)[CH:32]=[CH2:33]. (3) The product is: [NH:35]1[C:36]2[C:32](=[CH:31][CH:30]=[C:29]([S:26]([N:20]3[CH2:25][CH2:24][N:23]([C:16]([CH:13]4[CH2:12][CH2:11][N:10]([C:5]5[CH:6]=[CH:7][C:8](=[O:9])[N:3]([CH3:2])[N:4]=5)[CH2:15][CH2:14]4)=[O:18])[CH2:22][CH2:21]3)(=[O:27])=[O:28])[CH:37]=2)[CH:33]=[CH:34]1. Given the reactants Cl.[CH3:2][N:3]1[C:8](=[O:9])[CH:7]=[CH:6][C:5]([N:10]2[CH2:15][CH2:14][CH:13]([C:16]([OH:18])=O)[CH2:12][CH2:11]2)=[N:4]1.Cl.[N:20]1([S:26]([C:29]2[CH:37]=[C:36]3[C:32]([CH:33]=[CH:34][NH:35]3)=[CH:31][CH:30]=2)(=[O:28])=[O:27])[CH2:25][CH2:24][NH:23][CH2:22][CH2:21]1.C(N(C(C)C)CC)(C)C.F[B-](F)(F)F.N1(OC(N(C)C)=[N+](C)C)C2C=CC=CC=2N=N1, predict the reaction product. (4) Given the reactants [Br:1][C:2](Br)=[N:3][OH:4].[CH3:6][C:7](=[O:10])[C:8]#[CH:9].C(=O)([O-])[O-].[K+].[K+].Cl, predict the reaction product. The product is: [Br:1][C:2]1[CH:9]=[C:8]([C:7](=[O:10])[CH3:6])[O:4][N:3]=1. (5) Given the reactants [S-:1][C:2]#[N:3].[K+].[NH2:5][C:6]1[CH:7]=[CH:8][C:9]([O:12][C:13]2[CH:14]=[C:15]([NH:21][C:22](=[O:34])[C:23]3[CH:28]=[CH:27][CH:26]=[C:25]([C:29]([C:32]#[N:33])([CH3:31])[CH3:30])[CH:24]=3)[CH:16]=[CH:17][C:18]=2[CH2:19][CH3:20])=[N:10][CH:11]=1.BrBr, predict the reaction product. The product is: [NH2:3][C:2]1[S:1][C:11]2[C:6]([N:5]=1)=[CH:7][CH:8]=[C:9]([O:12][C:13]1[CH:14]=[C:15]([NH:21][C:22](=[O:34])[C:23]3[CH:28]=[CH:27][CH:26]=[C:25]([C:29]([C:32]#[N:33])([CH3:31])[CH3:30])[CH:24]=3)[CH:16]=[CH:17][C:18]=1[CH2:19][CH3:20])[N:10]=2. (6) Given the reactants [NH2:1][CH2:2][C:3]1([C:9]([NH2:11])=[O:10])[CH2:8][CH2:7][O:6][CH2:5][CH2:4]1.[C:12](O[C:12]([O:14][C:15]([CH3:18])([CH3:17])[CH3:16])=[O:13])([O:14][C:15]([CH3:18])([CH3:17])[CH3:16])=[O:13], predict the reaction product. The product is: [C:15]([O:14][C:12](=[O:13])[NH:1][CH2:2][C:3]1([C:9](=[O:10])[NH2:11])[CH2:8][CH2:7][O:6][CH2:5][CH2:4]1)([CH3:18])([CH3:17])[CH3:16].